Task: Predict the product of the given reaction.. Dataset: Forward reaction prediction with 1.9M reactions from USPTO patents (1976-2016) (1) Given the reactants [CH3:1][O:2][C:3]([C:5]1[CH:6]=[C:7](Cl)[CH:8]=[C:9]([C:11]2[CH:16]=[C:15]([O:17][CH3:18])[CH:14]=[CH:13][C:12]=2[F:19])[CH:10]=1)=[O:4].[CH:21]1(B(O)O)[CH2:23][CH2:22]1.C1(P(C2CCCCC2)C2C=CC=CC=2C2C(OC)=CC=CC=2OC)CCCCC1.[O-]P([O-])([O-])=O.[K+].[K+].[K+], predict the reaction product. The product is: [CH3:1][O:2][C:3]([C:5]1[CH:10]=[C:9]([C:11]2[CH:16]=[C:15]([O:17][CH3:18])[CH:14]=[CH:13][C:12]=2[F:19])[C:8]([CH:21]2[CH2:23][CH2:22]2)=[CH:7][CH:6]=1)=[O:4]. (2) The product is: [Br:1][C:2]1[C:12]2[O:11][CH2:10][CH2:9][N:8]([C:26]([O:28][C:29]([CH3:32])([CH3:31])[CH3:30])=[O:27])[CH:7]([CH2:13][C:14]([O:16][CH2:17][CH3:18])=[O:15])[C:6]=2[CH:5]=[CH:4][CH:3]=1. Given the reactants [Br:1][C:2]1[C:12]2[O:11][CH2:10][CH2:9][NH:8][CH:7]([CH2:13][C:14]([O:16][CH2:17][CH3:18])=[O:15])[C:6]=2[CH:5]=[CH:4][CH:3]=1.C(N(CC)CC)C.[C:26](O[C:26]([O:28][C:29]([CH3:32])([CH3:31])[CH3:30])=[O:27])([O:28][C:29]([CH3:32])([CH3:31])[CH3:30])=[O:27], predict the reaction product. (3) Given the reactants C(OC[N:9]1[CH:13]=[C:12]([C:14]2[S:15][C:16]([NH:22][C:23]3[CH:28]=[CH:27][CH:26]=[C:25]([CH2:29][N:30]4[CH2:35][CH2:34][O:33][CH2:32][CH2:31]4)[N:24]=3)=[C:17]([C:19]([NH2:21])=[O:20])[CH:18]=2)[N:11]=[N:10]1)(=O)C(C)(C)C.[OH-].[Na+].Cl, predict the reaction product. The product is: [N:30]1([CH2:29][C:25]2[N:24]=[C:23]([NH:22][C:16]3[S:15][C:14]([C:12]4[N:11]=[N:10][NH:9][CH:13]=4)=[CH:18][C:17]=3[C:19]([NH2:21])=[O:20])[CH:28]=[CH:27][CH:26]=2)[CH2:31][CH2:32][O:33][CH2:34][CH2:35]1. (4) Given the reactants CSC(=C(C#N)C#[N:8])SC.[N:11]1([CH:17]2[CH2:22]CNCC2)[CH2:16][CH2:15][CH2:14][CH2:13][CH2:12]1.NCCCN1CCCC1C, predict the reaction product. The product is: [NH2:8][CH2:22][CH2:17][N:11]1[CH2:12][CH2:13][CH2:14][CH2:15][CH2:16]1. (5) Given the reactants CN([CH:4]=[O:5])C.[N+:6]([C:9]1[CH:14]=[CH:13][C:12]([C@@H:15]2[CH2:17][C@H:16]2[C:18](O)=[O:19])=[CH:11][CH:10]=1)([O-:8])=[O:7].C([O-])([O-])=O.[K+].[K+].CI, predict the reaction product. The product is: [N+:6]([C:9]1[CH:10]=[CH:11][C:12]([C@@H:15]2[CH2:17][C@H:16]2[C:18]([O:5][CH3:4])=[O:19])=[CH:13][CH:14]=1)([O-:8])=[O:7]. (6) Given the reactants [OH:1][C:2]1[C:7]([CH2:8][C:9]2([CH2:12][O:13][C:14]3[CH:19]=[CH:18][C:17]([O:20][CH3:21])=[CH:16][CH:15]=3)[CH2:11][CH2:10]2)=[C:6]([CH3:22])[O:5][C:4](=O)[C:3]=1[CH:24]([CH3:26])[CH3:25].[OH-].[NH4+:28], predict the reaction product. The product is: [OH:1][C:2]1[C:7]([CH2:8][C:9]2([CH2:12][O:13][C:14]3[CH:19]=[CH:18][C:17]([O:20][CH3:21])=[CH:16][CH:15]=3)[CH2:11][CH2:10]2)=[C:6]([CH3:22])[NH:28][C:4](=[O:5])[C:3]=1[CH:24]([CH3:26])[CH3:25].